From a dataset of Reaction yield outcomes from USPTO patents with 853,638 reactions. Predict the reaction yield, written as a fraction of the theoretical maximum amount of product (1.0 means a 100% yield; for example, 0.34 means a 34% yield). (1) The reactants are [Cl:1][C:2]1[N:7]=[CH:6][C:5]([S:8](Cl)(=[O:10])=[O:9])=[CH:4][CH:3]=1.[OH-].[NH4+:13]. The catalyst is CCOC(C)=O. The product is [Cl:1][C:2]1[N:7]=[CH:6][C:5]([S:8]([NH2:13])(=[O:10])=[O:9])=[CH:4][CH:3]=1. The yield is 0.690. (2) The reactants are [CH3:1][S:2]([C:5]1[CH:13]=[CH:12][C:8]([C:9]([OH:11])=O)=[CH:7][CH:6]=1)(=[O:4])=[O:3].[NH2:14][C:15]1[CH:20]=[CH:19][C:18]([Br:21])=[CH:17][N:16]=1.Cl.C(N=C=NCCCN(C)C)C. The catalyst is ClCCl.CN(C)C1C=CN=CC=1.O. The product is [Br:21][C:18]1[CH:19]=[CH:20][C:15]([NH:14][C:9](=[O:11])[C:8]2[CH:7]=[CH:6][C:5]([S:2]([CH3:1])(=[O:3])=[O:4])=[CH:13][CH:12]=2)=[N:16][CH:17]=1. The yield is 0.320. (3) The reactants are [Cl:1][C:2]1[CH:19]=[CH:18][C:5]([N:6]([CH3:17])[S:7]([C:10]2[CH:15]=[CH:14][C:13]([CH3:16])=[CH:12][CH:11]=2)(=[O:9])=[O:8])=[C:4]([C:20](=O)[NH2:21])[CH:3]=1.FC(F)(F)C(OC(=O)C(F)(F)F)=O.O. The yield is 0.950. The catalyst is N1C=CC=CC=1. The product is [Cl:1][C:2]1[CH:19]=[CH:18][C:5]([N:6]([CH3:17])[S:7]([C:10]2[CH:11]=[CH:12][C:13]([CH3:16])=[CH:14][CH:15]=2)(=[O:8])=[O:9])=[C:4]([C:20]#[N:21])[CH:3]=1. (4) The reactants are [C:1]([O:5][C:6](=[O:17])[N:7]([CH2:9][C:10]1[CH:15]=[CH:14][CH:13]=[CH:12][C:11]=1I)[CH3:8])([CH3:4])([CH3:3])[CH3:2].[CH:18]([Si:21]([CH:26]([CH3:28])[CH3:27])([CH:23]([CH3:25])[CH3:24])[SH:22])([CH3:20])[CH3:19].CC(C)([O-])C.[Na+]. The catalyst is C1(C)C=CC=CC=1.C1C=CC(/C=C/C(/C=C/C2C=CC=CC=2)=O)=CC=1.C1C=CC(/C=C/C(/C=C/C2C=CC=CC=2)=O)=CC=1.C1C=CC(/C=C/C(/C=C/C2C=CC=CC=2)=O)=CC=1.[Pd].[Pd].C1(P(C2C=CC=CC=2)C2C=CC=CC=2OC2C=CC=CC=2P(C2C=CC=CC=2)C2C=CC=CC=2)C=CC=CC=1. The product is [C:1]([O:5][C:6](=[O:17])[N:7]([CH3:8])[CH2:9][C:10]1[CH:15]=[CH:14][CH:13]=[CH:12][C:11]=1[S:22][Si:21]([CH:23]([CH3:25])[CH3:24])([CH:26]([CH3:28])[CH3:27])[CH:18]([CH3:19])[CH3:20])([CH3:4])([CH3:3])[CH3:2]. The yield is 0.880. (5) The reactants are [C:1]([O:5][C:6]([NH:8][C:9]1[CH:17]=[CH:16][C:12]([C:13]([OH:15])=[O:14])=[C:11]([F:18])[CH:10]=1)=[O:7])([CH3:4])([CH3:3])[CH3:2].[Cl:19][C:20]1[CH:21]=[N+:22]([O-:40])[CH:23]=[C:24]([Cl:39])[C:25]=1[CH2:26][C@@H:27]([C:29]1[CH:34]=[CH:33][C:32]([O:35][CH3:36])=[C:31]([O:37][CH3:38])[CH:30]=1)O.C(N=C=NCCCN(C)C)C. The catalyst is ClCCl.CN(C)C1C=CN=CC=1. The product is [Cl:39][C:24]1[CH:23]=[N+:22]([O-:40])[CH:21]=[C:20]([Cl:19])[C:25]=1[CH2:26][C@H:27]([O:14][C:13](=[O:15])[C:12]1[CH:16]=[CH:17][C:9]([NH:8][C:6]([O:5][C:1]([CH3:4])([CH3:2])[CH3:3])=[O:7])=[CH:10][C:11]=1[F:18])[C:29]1[CH:34]=[CH:33][C:32]([O:35][CH3:36])=[C:31]([O:37][CH3:38])[CH:30]=1. The yield is 0.770. (6) The reactants are FC(F)(F)C(O)=O.[CH2:8]([N:10]1[CH:15]2[CH2:16][CH2:17][CH2:18][CH:11]1[CH2:12][CH:13]([NH:19]C(=O)OC(C)(C)C)[CH2:14]2)[CH3:9].[ClH:27].C(OCC)C. The catalyst is C(Cl)Cl. The product is [ClH:27].[ClH:27].[CH2:8]([N:10]1[CH:11]2[CH2:18][CH2:17][CH2:16][CH:15]1[CH2:14][CH:13]([NH2:19])[CH2:12]2)[CH3:9]. The yield is 0.990. (7) The yield is 0.110. The catalyst is O1CCCC1.C(OC)(C)(C)C. The reactants are [CH:1]([C:3]1[CH:7]=[CH:6][N:5]([C:8]2[CH:13]=[CH:12][CH:11]=[CH:10][C:9]=2[OH:14])[CH:4]=1)=O.C([BH3-])#N.[Na+].B(F)(F)F.C(=O)(O)[O-].[Na+]. The product is [CH3:1][C:3]1[CH:7]=[CH:6][N:5]([C:8]2[CH:13]=[CH:12][CH:11]=[CH:10][C:9]=2[OH:14])[CH:4]=1. (8) The reactants are [Br:1][C:2]1[CH:3]=[N:4][C:5]2[N:6]([N:8]=[C:9]([C:11]([OH:13])=O)[CH:10]=2)[CH:7]=1.[CH3:14][C:15]1[S:23][C:22]2[CH2:21][CH2:20][NH:19][CH:18]([CH3:24])[C:17]=2[C:16]=1[CH3:25]. No catalyst specified. The product is [Br:1][C:2]1[CH:3]=[N:4][C:5]2[N:6]([N:8]=[C:9]([C:11]([N:19]3[CH2:20][CH2:21][C:22]4[S:23][C:15]([CH3:14])=[C:16]([CH3:25])[C:17]=4[CH:18]3[CH3:24])=[O:13])[CH:10]=2)[CH:7]=1. The yield is 0.640. (9) The reactants are [Br:1][C:2]1[CH:3]=[C:4]([N+:12]([O-:14])=[O:13])[C:5]([CH3:11])=[C:6]([CH:10]=1)[C:7]([OH:9])=[O:8].[C:15](=O)([O-])[O-].[Na+].[Na+].CI. The catalyst is CN(C=O)C. The product is [Br:1][C:2]1[CH:3]=[C:4]([N+:12]([O-:14])=[O:13])[C:5]([CH3:11])=[C:6]([CH:10]=1)[C:7]([O:9][CH3:15])=[O:8]. The yield is 0.970.